This data is from Cav3 T-type calcium channel HTS with 100,875 compounds. The task is: Binary Classification. Given a drug SMILES string, predict its activity (active/inactive) in a high-throughput screening assay against a specified biological target. The compound is s1c(c2cc(C3N(C(=O)C4C3C=CCC4C)Cc3ccccc3)c(OC)cc2)cc2c1cccc2. The result is 0 (inactive).